Predict the reaction yield, written as a fraction of the theoretical maximum amount of product (1.0 means a 100% yield; for example, 0.34 means a 34% yield). From a dataset of Reaction yield outcomes from USPTO patents with 853,638 reactions. (1) The reactants are [F:1][C:2]1[C:38]([CH3:39])=[CH:37][C:5]([CH2:6][C@H:7]([CH2:23][CH2:24][CH2:25][CH2:26][O:27][CH2:28][C:29]2[CH:34]=[CH:33][C:32]([F:35])=[C:31]([CH3:36])[CH:30]=2)[C:8]([N:10]2[C@H](CC3C=CC=CC=3)COC2=O)=[O:9])=[CH:4][C:3]=1[CH3:40].[C-]#N.[K+].Cl.C1C[O:48]CC1.CO. No catalyst specified. The product is [F:1][C:2]1[C:38]([CH3:39])=[CH:37][C:5]([CH2:6][C@H:7]([CH2:23][CH2:24][CH2:25][CH2:26][O:27][CH2:28][C:29]2[CH:34]=[CH:33][C:32]([F:35])=[C:31]([CH3:36])[CH:30]=2)[C:8]([NH:10][OH:48])=[O:9])=[CH:4][C:3]=1[CH3:40]. The yield is 0.230. (2) The reactants are [Cl:1][C:2]1[N:7]=[CH:6][C:5]([OH:8])=[CH:4][N:3]=1.Cl[C:10]([F:15])([F:14])C([O-])=O.[Na+]. The catalyst is CN(C)C=O.O. The product is [Cl:1][C:2]1[N:7]=[CH:6][C:5]([O:8][CH:10]([F:15])[F:14])=[CH:4][N:3]=1. The yield is 0.397.